Dataset: Reaction yield outcomes from USPTO patents with 853,638 reactions. Task: Predict the reaction yield, written as a fraction of the theoretical maximum amount of product (1.0 means a 100% yield; for example, 0.34 means a 34% yield). (1) The reactants are C(OC([N:8]1[CH2:34][CH2:33][N:11]2[C:12]3[CH:13]=[CH:14][C:15]([C:19]4[C:24]([CH2:25][CH3:26])=[CH:23][C:22]([C:27]([O:29]C)=[O:28])=[C:21]([O:31]C)[N:20]=4)=[CH:16][C:17]=3[CH:18]=[C:10]2[CH2:9]1)=O)(C)(C)C.Cl. No catalyst specified. The product is [CH2:25]([C:24]1[CH:23]=[C:22]([C:27]([OH:29])=[O:28])[C:21](=[O:31])[NH:20][C:19]=1[C:15]1[CH:14]=[CH:13][C:12]2[N:11]3[CH2:33][CH2:34][NH:8][CH2:9][C:10]3=[CH:18][C:17]=2[CH:16]=1)[CH3:26]. The yield is 0.500. (2) The reactants are COC1C=CC([N:9]([C:14](=O)[C:15]2[CH:20]=[C:19]([CH:21]([CH3:23])[CH3:22])[C:18]([O:24][CH2:25][O:26][CH3:27])=[CH:17][C:16]=2[O:28][CH2:29][O:30][CH3:31])[NH:10][C:11]([NH2:13])=[S:12])=CC=1.[Cl-].[NH4+]. The product is [CH:21]([C:19]1[C:18]([O:24][CH2:25][O:26][CH3:27])=[CH:17][C:16]([O:28][CH2:29][O:30][CH3:31])=[C:15]([C:14]2[N:13]([C:15]3[CH:20]=[CH:19][C:18]([O:24][CH3:25])=[CH:17][CH:16]=3)[C:11](=[S:12])[NH:10][N:9]=2)[CH:20]=1)([CH3:23])[CH3:22]. The catalyst is [OH-].[Na+]. The yield is 0.854. (3) The reactants are [CH3:1][O:2][C:3]([C:5]1[CH:10]=[CH:9][CH:8]=[CH:7][C:6]=1[S:11][CH2:12][CH2:13][C:14]1[CH:24]=[CH:23][C:17]([O:18][CH2:19][C:20]([OH:22])=O)=[CH:16][CH:15]=1)=[O:4].[Cl:25][C:26]1[CH:35]=[CH:34][C:29]([CH2:30][NH:31][CH2:32][CH3:33])=[CH:28][CH:27]=1.F[B-](F)(F)F.N1(OC(N(C)C)=[N+](C)C)C2C=CC=CC=2N=N1.C(N(C(C)C)C(C)C)C. The catalyst is CN(C=O)C.O. The product is [Cl:25][C:26]1[CH:27]=[CH:28][C:29]([CH2:30][N:31]([CH2:32][CH3:33])[C:20](=[O:22])[CH2:19][O:18][C:17]2[CH:16]=[CH:15][C:14]([CH2:13][CH2:12][S:11][C:6]3[CH:7]=[CH:8][CH:9]=[CH:10][C:5]=3[C:3]([O:2][CH3:1])=[O:4])=[CH:24][CH:23]=2)=[CH:34][CH:35]=1. The yield is 0.296. (4) The reactants are CN(C)[CH:3]=[O:4].P(Cl)(Cl)(Cl)=O.[CH2:11]([O:13][C:14]([C:16]1[C:20]([C:21]2[CH:26]=[CH:25][CH:24]=[CH:23][CH:22]=2)=[CH:19][NH:18][C:17]=1[CH2:27][CH2:28][NH:29][C:30]([O:32][C:33]([CH3:36])([CH3:35])[CH3:34])=[O:31])=[O:15])[CH3:12].[OH-].[Na+]. The catalyst is ClCCl.O. The yield is 0.819. The product is [CH2:11]([O:13][C:14]([C:16]1[C:20]([C:21]2[CH:26]=[CH:25][CH:24]=[CH:23][CH:22]=2)=[C:19]([CH:3]=[O:4])[NH:18][C:17]=1[CH2:27][CH2:28][NH:29][C:30]([O:32][C:33]([CH3:35])([CH3:34])[CH3:36])=[O:31])=[O:15])[CH3:12]. (5) The reactants are C([O:3][C:4]([CH:6]1[CH2:11][CH2:10][N:9](C(OC(C)(C)C)=O)[CH2:8][CH:7]1[NH:19][S:20]([C:23]1[CH:28]=[CH:27][C:26]([O:29][CH2:30][C:31]2[C:40]3[C:35](=[CH:36][CH:37]=[CH:38][CH:39]=3)[N:34]=[C:33]([CH3:41])[CH:32]=2)=[CH:25][CH:24]=1)(=[O:22])=[O:21])=[O:5])C.C(N=C=O)(C)(C)C. The catalyst is C1COCC1. The product is [CH3:41][C:33]1[CH:32]=[C:31]([CH2:30][O:29][C:26]2[CH:27]=[CH:28][C:23]([S:20]([NH:19][CH:7]3[CH:6]([C:4]([OH:5])=[O:3])[CH2:11][CH2:10][NH:9][CH2:8]3)(=[O:21])=[O:22])=[CH:24][CH:25]=2)[C:40]2[C:35](=[CH:36][CH:37]=[CH:38][CH:39]=2)[N:34]=1. The yield is 0.960.